This data is from Full USPTO retrosynthesis dataset with 1.9M reactions from patents (1976-2016). The task is: Predict the reactants needed to synthesize the given product. (1) Given the product [Br:1][C:2]1[O:6][C:5]([CH3:7])=[C:4]([CH:8]=[O:9])[CH:3]=1, predict the reactants needed to synthesize it. The reactants are: [Br:1][C:2]1[O:6][C:5]([CH3:7])=[C:4]([CH2:8][OH:9])[CH:3]=1. (2) Given the product [ClH:1].[CH:16]1([C:14](=[O:15])[CH:13]([N:10]2[CH2:11][CH2:12][CH:7]([SH:6])/[C:8](=[CH:26]/[C:27]3[N:31]([CH2:32][CH2:33][C:34]([O:36][CH2:37][CH3:38])=[O:35])[N:30]=[N:29][CH:28]=3)/[CH2:9]2)[C:19]2[CH:24]=[CH:23][CH:22]=[CH:21][C:20]=2[F:25])[CH2:18][CH2:17]1, predict the reactants needed to synthesize it. The reactants are: [ClH:1].Cl.C([S:6][CH:7]1[CH2:12][CH2:11][N:10]([CH:13]([C:19]2[CH:24]=[CH:23][CH:22]=[CH:21][C:20]=2[F:25])[C:14]([CH:16]2[CH2:18][CH2:17]2)=[O:15])[CH2:9]/[C:8]/1=[CH:26]\[C:27]1[N:31]([CH2:32][CH2:33][C:34]([O:36][CH3:37])=[O:35])[N:30]=[N:29][CH:28]=1)(=O)C.[CH2:38](O)C. (3) Given the product [CH:1]1([NH:4][C:5](=[O:31])[C:6]2[CH:11]=[C:10]([F:12])[C:9]([CH3:13])=[C:8]([C:14]3[CH:15]=[C:16]4[C:21](=[CH:22][CH:23]=3)[C:20](=[O:24])[N:19]([CH2:25][CH:26]3[CH2:28][CH2:27]3)[CH:18]=[C:17]4[CH2:29][N:38]3[CH2:37][CH2:36][NH:35][CH2:34][C@H:33]3[CH3:32])[CH:7]=2)[CH2:3][CH2:2]1, predict the reactants needed to synthesize it. The reactants are: [CH:1]1([NH:4][C:5](=[O:31])[C:6]2[CH:11]=[C:10]([F:12])[C:9]([CH3:13])=[C:8]([C:14]3[CH:15]=[C:16]4[C:21](=[CH:22][CH:23]=3)[C:20](=[O:24])[N:19]([CH2:25][CH:26]3[CH2:28][CH2:27]3)[CH:18]=[C:17]4[CH:29]=O)[CH:7]=2)[CH2:3][CH2:2]1.[CH3:32][C@H:33]1[NH:38][CH2:37][CH2:36][N:35](C(OC(C)(C)C)=O)[CH2:34]1. (4) Given the product [NH2:16][C:12]1[CH:13]=[C:14]2[C:9](=[CH:10][CH:11]=1)[NH:8][C:7]([CH:2]1[CH2:3][CH2:4][CH2:5][CH2:6][N:1]1[C:22]([O:21][C:18]([CH3:20])([CH3:19])[CH3:17])=[O:23])=[CH:15]2, predict the reactants needed to synthesize it. The reactants are: [NH:1]1[CH2:6][CH2:5][CH2:4][CH2:3][CH:2]1[C:7]1[NH:8][C:9]2[C:14]([CH:15]=1)=[CH:13][C:12]([NH2:16])=[CH:11][CH:10]=2.[CH3:17][C:18]([O:21][C:22](O[C:22]([O:21][C:18]([CH3:20])([CH3:19])[CH3:17])=[O:23])=[O:23])([CH3:20])[CH3:19]. (5) Given the product [NH3:3].[CH3:22][OH:21].[O:21]1[CH2:25][CH2:24][C@@H:23]([O:26][C:27]2[CH:32]=[CH:31][C:30]([NH:33][C:2]3[N:7]=[C:6]([NH:8][CH:9]4[CH2:17][CH:16]5[N:12]([CH2:13][CH2:14][CH2:15]5)[C:11]([CH3:19])([CH3:18])[CH2:10]4)[C:5]([F:20])=[CH:4][N:3]=3)=[CH:29][C:28]=2[N:34]2[C:38](=[O:39])[N:37]([CH3:40])[N:36]=[N:35]2)[CH2:22]1, predict the reactants needed to synthesize it. The reactants are: Cl[C:2]1[N:7]=[C:6]([NH:8][CH:9]2[CH2:17][CH:16]3[N:12]([CH2:13][CH2:14][CH2:15]3)[C:11]([CH3:19])([CH3:18])[CH2:10]2)[C:5]([F:20])=[CH:4][N:3]=1.[O:21]1[CH2:25][CH2:24][C@@H:23]([O:26][C:27]2[CH:32]=[CH:31][C:30]([NH2:33])=[CH:29][C:28]=2[N:34]2[C:38](=[O:39])[N:37]([CH3:40])[N:36]=[N:35]2)[CH2:22]1.